Dataset: Full USPTO retrosynthesis dataset with 1.9M reactions from patents (1976-2016). Task: Predict the reactants needed to synthesize the given product. The reactants are: [Cl:1][C:2]1[CH:26]=[CH:25][C:24](I)=[CH:23][C:3]=1[N:4]([CH2:14][C:15]1[CH:20]=[CH:19][C:18]([O:21][CH3:22])=[CH:17][CH:16]=1)[CH2:5][C:6]1[CH:11]=[CH:10][C:9]([O:12][CH3:13])=[CH:8][CH:7]=1.C([Mg]Cl)(C)C.CON(C)[C:36]([C:38]1([CH3:41])[CH2:40][CH2:39]1)=[O:37]. Given the product [CH3:13][O:12][C:9]1[CH:10]=[CH:11][C:6]([CH2:5][N:4]([CH2:14][C:15]2[CH:20]=[CH:19][C:18]([O:21][CH3:22])=[CH:17][CH:16]=2)[C:3]2[CH:23]=[C:24]([C:36]([C:38]3([CH3:41])[CH2:40][CH2:39]3)=[O:37])[CH:25]=[CH:26][C:2]=2[Cl:1])=[CH:7][CH:8]=1, predict the reactants needed to synthesize it.